This data is from Full USPTO retrosynthesis dataset with 1.9M reactions from patents (1976-2016). The task is: Predict the reactants needed to synthesize the given product. (1) Given the product [Cl:37][C:22]1[C:23]([NH:25][C:26]2[CH:31]=[CH:30][CH:29]=[CH:28][C:27]=2[S:32]([NH:35][CH3:36])(=[O:34])=[O:33])=[N:24][C:19]([NH:17][C:11]2[CH:12]=[C:13]3[C:8](=[CH:9][CH:10]=2)[CH:7]2[CH2:16][CH:14]3[CH2:15][N:5]([CH2:4][CH2:3][O:2][CH3:1])[CH2:6]2)=[N:20][CH:21]=1, predict the reactants needed to synthesize it. The reactants are: [CH3:1][O:2][CH2:3][CH2:4][N:5]1[CH2:15][CH:14]2[CH2:16][CH:7]([C:8]3[C:13]2=[CH:12][C:11]([NH2:17])=[CH:10][CH:9]=3)[CH2:6]1.Cl[C:19]1[N:24]=[C:23]([NH:25][C:26]2[CH:31]=[CH:30][CH:29]=[CH:28][C:27]=2[S:32]([NH:35][CH3:36])(=[O:34])=[O:33])[C:22]([Cl:37])=[CH:21][N:20]=1.Cl.O1CCOCC1.[Na]. (2) Given the product [CH:21]1([N:2]2[C:12]3[C:11](=[CH:16][C:15]([F:17])=[C:14]([F:18])[CH:13]=3)[C:10](=[O:20])[C:4]([C:5]([O:7][CH2:8][CH3:9])=[O:6])=[CH:3]2)[CH2:23][CH2:22]1, predict the reactants needed to synthesize it. The reactants are: C[N:2]([CH3:21])[CH:3]=[C:4]([C:10](=[O:20])[C:11]1[CH:16]=[C:15]([F:17])[C:14]([F:18])=[CH:13][C:12]=1F)[C:5]([O:7][CH2:8][CH3:9])=[O:6].[CH2:22](OCC)[CH3:23].C1(N)CC1.C(=O)([O-])[O-].[K+].[K+]. (3) Given the product [O:1]=[CH:2][C@@H:3]([C@H:5]([C@@H:7]([C@@H:9]([CH2:11][OH:12])[OH:10])[OH:8])[OH:6])[OH:4], predict the reactants needed to synthesize it. The reactants are: [O:1]=[C:2]1[O:8][C@H:7]([C@H:9]([CH2:11][OH:12])[OH:10])[C:5]([OH:6])=[C:3]1[OH:4].C(O)[C@H](O)[C@@H](O)[C@H](O)C(C(O)=O)=O. (4) Given the product [Br:27][C:25]1[CH:24]=[CH:23][C:22]([O:28][CH2:29][C:30]2[CH:35]=[CH:34][CH:33]=[CH:32][CH:31]=2)=[C:21]([C:16]2[N:15]([C:7]3[CH:6]=[C:5]([CH:10]=[C:9]([C:11]([F:12])([F:13])[F:14])[CH:8]=3)[C:4]([OH:36])=[O:3])[C:19]([CH3:20])=[CH:18][CH:17]=2)[CH:26]=1, predict the reactants needed to synthesize it. The reactants are: C([O:3][C:4](=[O:36])[C:5]1[CH:10]=[C:9]([C:11]([F:14])([F:13])[F:12])[CH:8]=[C:7]([N:15]2[C:19]([CH3:20])=[CH:18][CH:17]=[C:16]2[C:21]2[CH:26]=[C:25]([Br:27])[CH:24]=[CH:23][C:22]=2[O:28][CH2:29][C:30]2[CH:35]=[CH:34][CH:33]=[CH:32][CH:31]=2)[CH:6]=1)C.[OH-].[Na+]. (5) Given the product [CH2:13]([N:12]1[C:5]2[CH:4]=[CH:3][C:2]([C:33]3[CH:34]=[CH:35][C:30]([O:29][CH2:28][CH2:27][O:26][CH2:22][CH2:23][CH3:24])=[CH:31][CH:32]=3)=[CH:21][C:6]=2[CH:7]=[C:8]([C:17]([O:19][CH3:20])=[O:18])[CH2:9][CH2:10][CH2:11]1)[CH:14]([CH3:16])[CH3:15], predict the reactants needed to synthesize it. The reactants are: Br[C:2]1[CH:3]=[CH:4][C:5]2[N:12]([CH2:13][CH:14]([CH3:16])[CH3:15])[CH2:11][CH2:10][CH2:9][C:8]([C:17]([O:19][CH3:20])=[O:18])=[CH:7][C:6]=2[CH:21]=1.[CH2:22]([O:26][CH2:27][CH2:28][O:29][C:30]1[CH:35]=[CH:34][C:33](OB(O)O)=[CH:32][CH:31]=1)[CH2:23][CH2:24]C.C(=O)([O-])[O-].[K+].[K+].O. (6) Given the product [OH:6][CH2:5][C:4]1[CH:8]=[C:9]([C:12]2[CH:13]=[C:14]([CH:15]=[CH:16][CH:17]=2)[C:18]([O:20][CH3:21])=[O:19])[CH:10]=[CH:11][C:3]=1[O:2][CH3:1], predict the reactants needed to synthesize it. The reactants are: [CH3:1][O:2][C:3]1[CH:11]=[CH:10][C:9]([C:12]2[CH:17]=[CH:16][CH:15]=[C:14]([C:18]([O:20][CH3:21])=[O:19])[CH:13]=2)=[CH:8][C:4]=1[C:5](O)=[O:6].C(N(CC)CC)C.C(Cl)(=O)OCC. (7) Given the product [CH3:1][O:2][C:3]1[CH:4]=[CH:5][C:6]([C:9]2[C:13]([C:14]([N:53]3[CH:49]([CH3:48])[CH2:50][C:51]([C:55]4[CH:60]=[CH:59][CH:58]=[CH:57][CH:56]=4)([OH:54])[CH2:52]3)=[O:16])=[CH:12][O:11][N:10]=2)=[CH:7][CH:8]=1, predict the reactants needed to synthesize it. The reactants are: [CH3:1][O:2][C:3]1[CH:8]=[CH:7][C:6]([C:9]2[C:13]([C:14]([OH:16])=O)=[CH:12][O:11][N:10]=2)=[CH:5][CH:4]=1.C(N(C(C)C)C(C)C)C.CN(C(ON1N=NC2C=CC=CC1=2)=[N+](C)C)C.[B-](F)(F)(F)F.[CH3:48][CH:49]1[NH:53][CH2:52][C:51]([C:55]2[CH:60]=[CH:59][CH:58]=[CH:57][CH:56]=2)([OH:54])[CH2:50]1.